From a dataset of Reaction yield outcomes from USPTO patents with 853,638 reactions. Predict the reaction yield, written as a fraction of the theoretical maximum amount of product (1.0 means a 100% yield; for example, 0.34 means a 34% yield). (1) The catalyst is C1COCC1. The reactants are CCN(C(C)C)C(C)C.[CH3:10][O:11][C:12]1[CH:27]=[C:26]([O:28][CH3:29])[CH:25]=[CH:24][C:13]=1[CH2:14][NH:15][C:16]1[CH:21]=[C:20]([I:22])[C:19]([CH3:23])=[CH:18][N:17]=1.[CH:30]1([C:33](Cl)=[O:34])[CH2:32][CH2:31]1. The yield is 0.800. The product is [CH3:10][O:11][C:12]1[CH:27]=[C:26]([O:28][CH3:29])[CH:25]=[CH:24][C:13]=1[CH2:14][N:15]([C:16]1[CH:21]=[C:20]([I:22])[C:19]([CH3:23])=[CH:18][N:17]=1)[C:33]([CH:30]1[CH2:32][CH2:31]1)=[O:34]. (2) The catalyst is CS(C)=O. The yield is 1.00. The reactants are [CH2:1]([O:8][C:9]([NH:11][C:12]1([C:19]([O:21][CH2:22][CH3:23])=[O:20])[CH2:17][C:16](=[O:18])[NH:15][C:13]1=[O:14])=[O:10])[C:2]1[CH:7]=[CH:6][CH:5]=[CH:4][CH:3]=1.C([O-])(=O)CC(CC([O-])=O)(C([O-])=O)O.[OH-].[Na+].S([O-])([O-])(=O)=O.[NH4+].[NH4+]. The product is [CH2:1]([O:8][C:9]([NH:11][C@:12]1([C:19]([O:21][CH2:22][CH3:23])=[O:20])[CH2:17][C:16](=[O:18])[NH:15][C:13]1=[O:14])=[O:10])[C:2]1[CH:7]=[CH:6][CH:5]=[CH:4][CH:3]=1. (3) The reactants are [NH2:1][C:2]1[C:3]([O:18][CH3:19])=[C:4]([CH:12]([OH:17])[C:13]([F:16])([F:15])[F:14])[CH:5]=[C:6]([C:8]([CH3:11])([CH3:10])[CH3:9])[CH:7]=1.C(N(CC)C(C)C)(C)C.Cl[C:30]([O:32][CH2:33][C:34]([Cl:37])([Cl:36])[Cl:35])=[O:31].O. The catalyst is C1COCC1. The product is [C:8]([C:6]1[CH:5]=[C:4]([CH:12]([OH:17])[C:13]([F:15])([F:16])[F:14])[C:3]([O:18][CH3:19])=[C:2]([NH:1][C:30](=[O:31])[O:32][CH2:33][C:34]([Cl:37])([Cl:36])[Cl:35])[CH:7]=1)([CH3:11])([CH3:10])[CH3:9]. The yield is 0.960. (4) The reactants are [C:1]([O:9][CH:10]([CH3:20])[C@H:11]1[O:17][CH:14]([O:15][CH3:16])[C@H:13]([OH:18])[C@@H:12]1[OH:19])(=[O:8])[C:2]1[CH:7]=[CH:6][CH:5]=[CH:4][CH:3]=1.[C:21](Cl)([C:23]1[CH:28]=[CH:27][CH:26]=[CH:25][CH:24]=1)=[O:22].CC(=O)[O:32][CH2:33][CH3:34]. The catalyst is N1C=CC=CC=1.CN(C1C=CN=CC=1)C. The product is [CH3:16][O:15][CH:14]1[O:17][C@H:11]([CH:10]([CH3:20])[O:9][C:1](=[O:8])[C:2]2[CH:3]=[CH:4][CH:5]=[CH:6][CH:7]=2)[C@@:12]([C:21](=[O:22])[C:23]2[CH:28]=[CH:27][CH:26]=[CH:25][CH:24]=2)([OH:19])[C@@:13]1([C:33](=[O:32])[C:34]1[CH:6]=[CH:7][CH:2]=[CH:3][CH:4]=1)[OH:18]. The yield is 0.743. (5) The yield is 0.0500. No catalyst specified. The product is [Cl:1][C:2]1[CH:7]=[CH:6][CH:5]=[C:4]([F:8])[C:3]=1[C@H:9]1[CH2:11][C@@H:10]1[CH2:12][O:13][C:15]1[CH:20]=[CH:19][N:18]2[C:21]([CH2:24][CH:25]3[CH2:26][CH2:27]3)=[N:22][N:23]=[C:17]2[C:16]=1[C:28]([F:30])([F:31])[F:29]. The reactants are [Cl:1][C:2]1[CH:7]=[CH:6][CH:5]=[C:4]([F:8])[C:3]=1[C@H:9]1[CH2:11][C@@H:10]1[CH2:12][OH:13].Cl[C:15]1[CH:20]=[CH:19][N:18]2[C:21]([CH2:24][CH:25]3[CH2:27][CH2:26]3)=[N:22][N:23]=[C:17]2[C:16]=1[C:28]([F:31])([F:30])[F:29]. (6) The reactants are [CH2:1]([NH:8][CH2:9][C@@H:10]([C:19]1[CH:28]=[CH:27][C:26]([O:29][CH2:30][C:31]2[CH:36]=[CH:35][CH:34]=[CH:33][CH:32]=2)=[C:25]2[C:20]=1[CH:21]=[CH:22][C:23](=[O:37])[NH:24]2)[O:11][Si:12]([C:15]([CH3:18])([CH3:17])[CH3:16])([CH3:14])[CH3:13])[C:2]1[CH:7]=[CH:6][CH:5]=[CH:4][CH:3]=1.C(O)(=O)C.O=[CH:43][CH2:44][CH2:45][CH2:46][CH2:47][CH2:48][CH2:49][CH2:50][CH2:51][N:52]1[CH2:57][CH2:56][CH:55]([O:58][C:59](=[O:73])[NH:60][C:61]2[CH:66]=[CH:65][CH:64]=[CH:63][C:62]=2[C:67]2[CH:72]=[CH:71][CH:70]=[CH:69][CH:68]=2)[CH2:54][CH2:53]1.C(O[BH-](OC(=O)C)OC(=O)C)(=O)C.[Na+].C(=O)(O)[O-].[Na+]. The catalyst is ClCCl. The product is [CH2:1]([N:8]([CH2:9][C@@H:10]([C:19]1[CH:28]=[CH:27][C:26]([O:29][CH2:30][C:31]2[CH:32]=[CH:33][CH:34]=[CH:35][CH:36]=2)=[C:25]2[C:20]=1[CH:21]=[CH:22][C:23](=[O:37])[NH:24]2)[O:11][Si:12]([C:15]([CH3:18])([CH3:17])[CH3:16])([CH3:14])[CH3:13])[CH2:43][CH2:44][CH2:45][CH2:46][CH2:47][CH2:48][CH2:49][CH2:50][CH2:51][N:52]1[CH2:53][CH2:54][CH:55]([O:58][C:59](=[O:73])[NH:60][C:61]2[CH:66]=[CH:65][CH:64]=[CH:63][C:62]=2[C:67]2[CH:68]=[CH:69][CH:70]=[CH:71][CH:72]=2)[CH2:56][CH2:57]1)[C:2]1[CH:7]=[CH:6][CH:5]=[CH:4][CH:3]=1. The yield is 0.800. (7) The reactants are [CH:1](=[N:8]/[C:9]1[CH:17]=[CH:16][CH:15]=[C:14]2[C:10]=1[CH2:11][O:12][C:13]2=[O:18])\[C:2]1[CH:7]=[CH:6][CH:5]=[CH:4][CH:3]=1.[O:19]1[CH:23]=[CH:22][C:21]([CH:24]=O)=[CH:20]1.[CH2:26]([OH:28])[CH3:27]. The catalyst is C(OCC)(=O)CC. The product is [O:19]1[CH:23]=[CH:22][C:21]([CH:24]2[C:26](=[O:28])[C:27]3[C:14]([C:13]([O:12][CH2:11][CH3:10])=[O:18])=[CH:15][CH:16]=[CH:17][C:9]=3[NH:8][CH:1]2[C:2]2[CH:3]=[CH:4][CH:5]=[CH:6][CH:7]=2)=[CH:20]1. The yield is 0.0500.